From a dataset of Forward reaction prediction with 1.9M reactions from USPTO patents (1976-2016). Predict the product of the given reaction. Given the reactants [CH3:1][C@H:2]1[CH2:7][O:6][CH2:5][CH2:4][N:3]1[C:8]1[CH:13]=[C:12]([CH2:14][S:15]([C:18]2[CH:23]=[CH:22][CH:21]=[CH:20][CH:19]=2)(=[O:17])=[O:16])[N:11]=[C:10]([C:24]2[CH:29]=[CH:28][C:27]([NH2:30])=[CH:26][CH:25]=2)[N:9]=1.C(=O)(O)[O-].[Na+].Cl[C:37]([O:39][C:40]1[CH:45]=[CH:44][CH:43]=[CH:42][CH:41]=1)=[O:38], predict the reaction product. The product is: [CH3:1][C@H:2]1[CH2:7][O:6][CH2:5][CH2:4][N:3]1[C:8]1[CH:13]=[C:12]([CH2:14][S:15]([C:18]2[CH:19]=[CH:20][CH:21]=[CH:22][CH:23]=2)(=[O:17])=[O:16])[N:11]=[C:10]([C:24]2[CH:25]=[CH:26][C:27]([NH:30][C:37](=[O:38])[O:39][C:40]3[CH:45]=[CH:44][CH:43]=[CH:42][CH:41]=3)=[CH:28][CH:29]=2)[N:9]=1.